This data is from Full USPTO retrosynthesis dataset with 1.9M reactions from patents (1976-2016). The task is: Predict the reactants needed to synthesize the given product. (1) Given the product [NH2:1][C:2]1[N:3]=[CH:4][C:5]2[CH2:11][N:10]([C:12]3[C:17](=[O:18])[N:16]([C:19]4[CH:20]=[CH:21][C:22]([NH2:25])=[CH:23][CH:24]=4)[CH:15]=[CH:14][C:13]=3[CH3:33])[CH2:9][CH2:8][C:6]=2[N:7]=1, predict the reactants needed to synthesize it. The reactants are: [NH2:1][C:2]1[N:3]=[CH:4][C:5]2[CH2:11][N:10]([CH:12]3[C:17](=[O:18])[N:16]([C:19]4[CH:24]=[CH:23][C:22]([NH:25]C(=O)OC(C)(C)C)=[CH:21][CH:20]=4)[CH2:15][CH:14]=[C:13]3[CH3:33])[CH2:9][CH2:8][C:6]=2[N:7]=1.C(O)(C(F)(F)F)=O.C([O-])(O)=O.[Na+]. (2) Given the product [C:32]([O:37][CH2:38][CH2:39][O:31][C:27]1[CH:28]=[CH:29][CH:30]=[C:25]([C:23]2[O:24][C:20]([C:17]3[CH:18]=[CH:19][C:14]([N:12]4[C:11]5[CH:10]=[CH:9][CH:8]=[CH:7][C:6]=5[C:5]5[C:13]4=[CH:1][CH:2]=[CH:3][CH:4]=5)=[CH:15][CH:16]=3)=[N:21][N:22]=2)[CH:26]=1)(=[O:36])[C:33]([CH3:35])=[CH2:34], predict the reactants needed to synthesize it. The reactants are: [CH:1]1[C:13]2[N:12]([C:14]3[CH:19]=[CH:18][C:17]([C:20]4[O:24][C:23]([C:25]5[CH:26]=[C:27]([OH:31])[CH:28]=[CH:29][CH:30]=5)=[N:22][N:21]=4)=[CH:16][CH:15]=3)[C:11]3[C:6](=[CH:7][CH:8]=[CH:9][CH:10]=3)[C:5]=2[CH:4]=[CH:3][CH:2]=1.[C:32]([O:37][CH2:38][CH2:39]Br)(=[O:36])[C:33]([CH3:35])=[CH2:34].C([O-])([O-])=O.[K+].[K+].O. (3) Given the product [Cl:27][CH:17]([C:18]1[CH:23]=[CH:22][CH:21]=[CH:20][CH:19]=1)[CH:14]1[CH2:15][CH2:16][N:11]([C:9]([O:8][CH2:1][C:2]2[CH:7]=[CH:6][CH:5]=[CH:4][CH:3]=2)=[O:10])[CH2:12][CH2:13]1, predict the reactants needed to synthesize it. The reactants are: [CH2:1]([O:8][C:9]([N:11]1[CH2:16][CH2:15][CH:14]([CH:17](O)[C:18]2[CH:23]=[CH:22][CH:21]=[CH:20][CH:19]=2)[CH2:13][CH2:12]1)=[O:10])[C:2]1[CH:7]=[CH:6][CH:5]=[CH:4][CH:3]=1.O=S(Cl)[Cl:27].